Dataset: Forward reaction prediction with 1.9M reactions from USPTO patents (1976-2016). Task: Predict the product of the given reaction. (1) Given the reactants Br[C:2]1[CH:18]=[C:17]2[C:5]([CH2:6][C:7]3([C:10]42[N:14]=[C:13]([NH2:15])[C:12]([CH3:16])=[N:11]4)[CH2:9][CH2:8]3)=[CH:4][CH:3]=1.[Cl:19][C:20]1[CH:21]=[C:22]([CH:25]=[C:26](B2OC(C)(C)C(C)(C)O2)[CH:27]=1)[C:23]#[N:24].C([O-])([O-])=O.[K+].[K+], predict the reaction product. The product is: [NH2:15][C:13]1[C:12]([CH3:16])=[N:11][C:10]2([C:17]3[C:5](=[CH:4][CH:3]=[C:2]([C:26]4[CH:25]=[C:22]([CH:21]=[C:20]([Cl:19])[CH:27]=4)[C:23]#[N:24])[CH:18]=3)[CH2:6][C:7]32[CH2:9][CH2:8]3)[N:14]=1. (2) Given the reactants Br[C:2]1[C:6]2[N:7]=[C:8](Cl)[N:9]=[C:10]([N:11]3[CH2:16][CH2:15][O:14][CH2:13][CH2:12]3)[C:5]=2[S:4][CH:3]=1.[CH3:18][O:19][C:20]1[CH:21]=[C:22](B(O)O)[CH:23]=[CH:24][CH:25]=1.CC1(C)C(C)(C)OB([C:37]2[CH:38]=[N:39][C:40]([NH2:43])=[N:41][CH:42]=2)O1, predict the reaction product. The product is: [CH3:18][O:19][C:20]1[CH:21]=[C:22]([C:2]2[C:6]3[N:7]=[C:8]([C:37]4[CH:38]=[N:39][C:40]([NH2:43])=[N:41][CH:42]=4)[N:9]=[C:10]([N:11]4[CH2:16][CH2:15][O:14][CH2:13][CH2:12]4)[C:5]=3[S:4][CH:3]=2)[CH:23]=[CH:24][CH:25]=1. (3) Given the reactants I[C:2]1[CH:11]=[CH:10][C:9]2[C:4](=[CH:5][C:6]([N+:12]([O-:14])=[O:13])=[CH:7][CH:8]=2)[CH:3]=1.[F:15][C:16](I)([F:18])[F:17], predict the reaction product. The product is: [N+:12]([C:6]1[CH:7]=[CH:8][C:9]2[C:4](=[CH:3][C:2]([C:16]([F:18])([F:17])[F:15])=[CH:11][CH:10]=2)[CH:5]=1)([O-:14])=[O:13]. (4) Given the reactants N(C(OC(C)C)=O)=NC(OC(C)C)=O.[C:15]([O:24][CH3:25])(=[O:23])[C:16]1[C:17](=[CH:19][CH:20]=[CH:21][CH:22]=1)[OH:18].O[CH2:27][CH:28]1[O:33][CH2:32][CH2:31][N:30]([C:34]([O:36][C:37]([CH3:40])([CH3:39])[CH3:38])=[O:35])[CH2:29]1.C1(P(C2C=CC=CC=2)C2C=CC=CC=2)C=CC=CC=1, predict the reaction product. The product is: [C:37]([O:36][C:34]([N:30]1[CH2:31][CH2:32][O:33][CH:28]([CH2:27][O:18][C:17]2[CH:19]=[CH:20][CH:21]=[CH:22][C:16]=2[C:15]([O:24][CH3:25])=[O:23])[CH2:29]1)=[O:35])([CH3:40])([CH3:38])[CH3:39]. (5) The product is: [CH2:1]([O:8][C:9]1[CH:10]=[C:11]2[C:15](=[CH:16][CH:17]=1)[N:14]([CH3:21])[CH:13]=[CH:12]2)[C:2]1[CH:3]=[CH:4][CH:5]=[CH:6][CH:7]=1. Given the reactants [CH2:1]([O:8][C:9]1[CH:10]=[C:11]2[C:15](=[CH:16][CH:17]=1)[NH:14][CH:13]=[CH:12]2)[C:2]1[CH:7]=[CH:6][CH:5]=[CH:4][CH:3]=1.[H-].[Na+].I[CH3:21], predict the reaction product.